Dataset: Forward reaction prediction with 1.9M reactions from USPTO patents (1976-2016). Task: Predict the product of the given reaction. (1) Given the reactants [NH2:1][C:2]1[C:7]([C:8]([OH:10])=[O:9])=[CH:6][N:5]=[C:4](SCC)[N:3]=1.[NH:14]1[CH2:19][CH2:18][O:17][CH2:16][CH2:15]1, predict the reaction product. The product is: [NH2:1][C:2]1[C:7]([C:8]([OH:10])=[O:9])=[CH:6][N:5]=[C:4]([N:14]2[CH2:19][CH2:18][O:17][CH2:16][CH2:15]2)[N:3]=1. (2) Given the reactants BrC1C=CC=C2C=1C(O)(C1C(O)=CC3OCOC=3C=1)C(=O)N2CCCCC.[F:28][C:29]1[CH:30]=[C:31]2[C:35](=[CH:36][CH:37]=1)[N:34]([CH2:38][C:39]1[O:40][C:41]([C:44]([F:47])([F:46])[F:45])=[CH:42][CH:43]=1)[C:33](=[O:48])[C:32]2(O)[C:49]1[C:57]([OH:58])=[CH:56][C:52]2[O:53][CH2:54][O:55][C:51]=2[CH:50]=1, predict the reaction product. The product is: [F:28][C:29]1[CH:30]=[C:31]2[C:35](=[CH:36][CH:37]=1)[N:34]([CH2:38][C:39]1[O:40][C:41]([C:44]([F:47])([F:45])[F:46])=[CH:42][CH:43]=1)[C:33](=[O:48])[CH:32]2[C:49]1[C:57]([OH:58])=[CH:56][C:52]2[O:53][CH2:54][O:55][C:51]=2[CH:50]=1.